From a dataset of Peptide-MHC class I binding affinity with 185,985 pairs from IEDB/IMGT. Regression. Given a peptide amino acid sequence and an MHC pseudo amino acid sequence, predict their binding affinity value. This is MHC class I binding data. (1) The peptide sequence is RPNITSTAL. The MHC is BoLA-AW10 with pseudo-sequence BoLA-AW10. The binding affinity (normalized) is 0.0641. (2) The peptide sequence is RCWLVSNGSY. The MHC is HLA-A24:02 with pseudo-sequence HLA-A24:02. The binding affinity (normalized) is 0. (3) The peptide sequence is QIFNEDTSYY. The MHC is HLA-A31:01 with pseudo-sequence HLA-A31:01. The binding affinity (normalized) is 0.0311. (4) The peptide sequence is QMRAVGQPL. The MHC is HLA-B27:05 with pseudo-sequence HLA-B27:05. The binding affinity (normalized) is 0.0847. (5) The peptide sequence is FLGRYMSAL. The MHC is HLA-A02:01 with pseudo-sequence HLA-A02:01. The binding affinity (normalized) is 0.885. (6) The peptide sequence is MLINRFTMR. The MHC is HLA-A03:01 with pseudo-sequence HLA-A03:01. The binding affinity (normalized) is 0.626. (7) The peptide sequence is LPWHRLFLL. The MHC is HLA-B07:02 with pseudo-sequence HLA-B07:02. The binding affinity (normalized) is 0.798. (8) The peptide sequence is EAKLFFQVI. The MHC is HLA-B08:01 with pseudo-sequence HLA-B08:01. The binding affinity (normalized) is 0.388. (9) The peptide sequence is RQKLKDAEK. The binding affinity (normalized) is 0.0847. The MHC is HLA-B18:01 with pseudo-sequence HLA-B18:01.